From a dataset of Full USPTO retrosynthesis dataset with 1.9M reactions from patents (1976-2016). Predict the reactants needed to synthesize the given product. (1) Given the product [Br:16][C:17]1[CH:18]=[CH:19][C:20]([S:23]([O:26][C@@H:27]2[CH2:31][N:30]([C:32](=[O:49])[C@@H:33]([NH:41][C:42]([O:44][C:45]([CH3:48])([CH3:47])[CH3:46])=[O:43])[CH2:34][CH2:35][CH2:36][CH2:37][CH2:38][CH:39]=[CH2:40])[C@H:29]([C:50]([N:52]([C:9]([O:11][C:12]([CH3:13])([CH3:14])[CH3:15])=[O:10])[C@:53]3([C:58]([O:60][CH2:61][CH3:62])=[O:59])[CH2:55][C@H:54]3[CH:56]=[CH2:57])=[O:51])[CH2:28]2)(=[O:24])=[O:25])=[CH:21][CH:22]=1, predict the reactants needed to synthesize it. The reactants are: [C:9](O[C:9]([O:11][C:12]([CH3:15])([CH3:14])[CH3:13])=[O:10])([O:11][C:12]([CH3:15])([CH3:14])[CH3:13])=[O:10].[Br:16][C:17]1[CH:22]=[CH:21][C:20]([S:23]([O:26][C@@H:27]2[CH2:31][N:30]([C:32](=[O:49])[C@@H:33]([NH:41][C:42]([O:44][C:45]([CH3:48])([CH3:47])[CH3:46])=[O:43])[CH2:34][CH2:35][CH2:36][CH2:37][CH2:38][CH:39]=[CH2:40])[C@H:29]([C:50]([NH:52][C@:53]3([C:58]([O:60][CH2:61][CH3:62])=[O:59])[CH2:55][C@H:54]3[CH:56]=[CH2:57])=[O:51])[CH2:28]2)(=[O:25])=[O:24])=[CH:19][CH:18]=1. (2) Given the product [Br:1][C:2]1[CH:7]=[N:6][CH:5]=[C:4]([CH:8]2[O:12][CH2:11][CH2:10][O:9]2)[CH:3]=1, predict the reactants needed to synthesize it. The reactants are: [Br:1][C:2]1[CH:3]=[C:4]([CH:8]=[O:9])[CH:5]=[N:6][CH:7]=1.[CH2:10](O)[CH2:11][OH:12].C12(CS(O)(=O)=O)C(C)(C)C(CC1)CC2=O. (3) The reactants are: [C:1]([Si:5]([CH3:35])([CH3:34])[O:6][CH:7]([CH2:18][O:19][C:20]1[CH:25]=[CH:24][CH:23]=[C:22]([C:26]2[N:31]=[C:30](Cl)[CH:29]=[C:28]([Cl:33])[N:27]=2)[CH:21]=1)[CH2:8][N:9]([CH3:17])[C:10](=[O:16])[O:11][C:12]([CH3:15])([CH3:14])[CH3:13])([CH3:4])([CH3:3])[CH3:2].[CH3:36][C:37]1[C:41](B(O)O)=[C:40]([CH3:45])[O:39][N:38]=1.[B].[C:47]([O-])([O-])=O.[Na+].[Na+]. Given the product [Si:5]([O:6][CH:7]([CH2:18][O:19][C:20]1[CH:25]=[CH:24][CH:23]=[C:22]([C:26]2[N:27]=[C:28]([Cl:33])[C:29]([CH3:47])=[C:30]([C:41]3[C:37]([CH3:36])=[N:38][O:39][C:40]=3[CH3:45])[N:31]=2)[CH:21]=1)[CH2:8][N:9]([CH3:17])[C:10](=[O:16])[O:11][C:12]([CH3:15])([CH3:14])[CH3:13])([C:1]([CH3:3])([CH3:4])[CH3:2])([CH3:35])[CH3:34], predict the reactants needed to synthesize it. (4) Given the product [CH3:24][O:23][CH2:22][CH2:21][O:20][C:16]1[CH:17]=[C:18]2[C:13](=[C:14]([N:25]([CH3:35])[S:26]([C:29]3[CH:34]=[CH:33][CH:32]=[CH:31][N:30]=3)(=[O:27])=[O:28])[CH:15]=1)[NH:12][C:11]([C:2]1[S:1][C:5]3([CH2:6][CH2:7][S:8](=[O:36])[CH2:9][CH2:10]3)[CH2:4][N:3]=1)=[CH:19]2, predict the reactants needed to synthesize it. The reactants are: [S:1]1[C:5]2([CH2:10][CH2:9][S:8][CH2:7][CH2:6]2)[CH2:4][N:3]=[C:2]1[C:11]1[NH:12][C:13]2[C:18]([CH:19]=1)=[CH:17][C:16]([O:20][CH2:21][CH2:22][O:23][CH3:24])=[CH:15][C:14]=2[N:25]([CH3:35])[S:26]([C:29]1[CH:34]=[CH:33][CH:32]=[CH:31][N:30]=1)(=[O:28])=[O:27].[OH:36]OS([O-])=O.[K+].S([O-])([O-])=O.[Na+].[Na+]. (5) Given the product [CH2:34]([C@H:15]1[C@H:14]2[N:10]([C@H:11]([C:17]3[CH:22]=[CH:21][CH:20]=[CH:19][CH:18]=3)[S:12][CH2:13]2)[C:9](=[O:23])[N:8]1[CH2:1][C:2]1[CH:7]=[CH:6][CH:5]=[CH:4][CH:3]=1)[CH:31]=[CH2:32], predict the reactants needed to synthesize it. The reactants are: [CH2:1]([N:8]1[CH:15](O)[C@H:14]2[N:10]([C@H:11]([C:17]3[CH:22]=[CH:21][CH:20]=[CH:19][CH:18]=3)[S:12][CH2:13]2)[C:9]1=[O:23])[C:2]1[CH:7]=[CH:6][CH:5]=[CH:4][CH:3]=1.B(F)(F)F.CCO[CH2:31][CH3:32].Cl[CH2:34]Cl. (6) The reactants are: C[N:2]1[CH2:6][CH2:5][CH2:4][C:3]1=O.BrC1C=C[C:12]([NH2:13])=[C:11]([CH3:16])[CH:10]=1.[Cu](C#N)C#N.N. Given the product [NH2:13][C:12]1[CH:3]=[CH:4][C:5]([C:6]#[N:2])=[CH:10][C:11]=1[CH3:16], predict the reactants needed to synthesize it. (7) Given the product [Br:1][C:2]1[CH:3]=[C:4]2[C:9](=[CH:10][CH:11]=1)[N:8]=[C:7]([C:12]1[CH:17]=[CH:16][C:15]([C:54]3[N:55]([CH2:72][C:73]([N:75]4[CH2:80][CH2:79][O:78][CH2:77][CH2:76]4)=[O:74])[C:56]4[C:61]([C:62]=3[CH:63]3[CH2:68][CH2:67][CH2:66][CH2:65][CH2:64]3)=[CH:60][CH:59]=[C:58]([C:69]([OH:71])=[O:70])[CH:57]=4)=[CH:14][CH:13]=1)[CH:6]=[CH:5]2, predict the reactants needed to synthesize it. The reactants are: [Br:1][C:2]1[CH:3]=[C:4]2[C:9](=[CH:10][CH:11]=1)[N:8]=[C:7]([C:12]1[CH:17]=[C:16](OC)[CH:15]=[CH:14][C:13]=1C1C=CC(Cl)=CC=1)[CH:6]=[CH:5]2.ClC1C=CC(C2C=CC(OC)=CC=2C(=O)C)=CC=1.C(C1C=CC([C:54]2[N:55]([CH2:72][C:73]([N:75]3[CH2:80][CH2:79][O:78][CH2:77][CH2:76]3)=[O:74])[C:56]3[C:61]([C:62]=2[CH:63]2[CH2:68][CH2:67][CH2:66][CH2:65][CH2:64]2)=[CH:60][CH:59]=[C:58]([C:69]([OH:71])=[O:70])[CH:57]=3)=CC=1)(=O)C. (8) Given the product [C:1]1([S:7]([C:10]([CH3:15])([CH3:14])[CH2:11][CH2:12][O:13][S:24]([CH3:23])(=[O:26])=[O:25])(=[O:8])=[O:9])[CH:2]=[CH:3][CH:4]=[CH:5][CH:6]=1, predict the reactants needed to synthesize it. The reactants are: [C:1]1([S:7]([C:10]([CH3:15])([CH3:14])[CH2:11][CH2:12][OH:13])(=[O:9])=[O:8])[CH:6]=[CH:5][CH:4]=[CH:3][CH:2]=1.C(N(CC)CC)C.[CH3:23][S:24](Cl)(=[O:26])=[O:25].